Dataset: Reaction yield outcomes from USPTO patents with 853,638 reactions. Task: Predict the reaction yield, written as a fraction of the theoretical maximum amount of product (1.0 means a 100% yield; for example, 0.34 means a 34% yield). (1) The reactants are [CH3:1][N:2]([CH3:28])[C:3]([C:5]1[C:6]2[C:7](=[O:27])[C@H:8]([OH:26])[C@@H:9]([C:20]3[CH:25]=[CH:24][CH:23]=[CH:22][CH:21]=3)[NH:10][C:11]=2[C:12]2[N:17]=[C:16]([CH3:18])[N:15]([CH3:19])[C:13]=2[CH:14]=1)=[O:4].[BH4-].[Na+].O.[Cl-].[NH4+]. The catalyst is CO. The product is [CH3:28][N:2]([CH3:1])[C:3]([C:5]1[C:6]2[CH:7]([OH:27])[C@H:8]([OH:26])[C@@H:9]([C:20]3[CH:25]=[CH:24][CH:23]=[CH:22][CH:21]=3)[NH:10][C:11]=2[C:12]2[N:17]=[C:16]([CH3:18])[N:15]([CH3:19])[C:13]=2[CH:14]=1)=[O:4]. The yield is 0.560. (2) The reactants are F[C:2]1[CH:7]=[CH:6][C:5]([S:8]([CH3:11])(=[O:10])=[O:9])=[CH:4][C:3]=1[N+:12]([O-:14])=[O:13].[F:15][C:16]1[CH:21]=[C:20]([F:22])[CH:19]=[CH:18][C:17]=1[OH:23].C(=O)([O-])[O-].[K+].[K+]. The catalyst is CS(C)=O. The product is [F:15][C:16]1[CH:21]=[C:20]([F:22])[CH:19]=[CH:18][C:17]=1[O:23][C:2]1[CH:7]=[CH:6][C:5]([S:8]([CH3:11])(=[O:10])=[O:9])=[CH:4][C:3]=1[N+:12]([O-:14])=[O:13]. The yield is 0.890. (3) The reactants are Br[C:2]1[CH:3]=[C:4]([S:8]([NH:11][C:12]2[CH:21]=[CH:20][C:15]([C:16]([O:18][CH3:19])=[O:17])=[C:14]([OH:22])[CH:13]=2)(=[O:10])=[O:9])[CH:5]=[CH:6][CH:7]=1.[Cl:23][C:24]1[CH:25]=[C:26](B(O)O)[CH:27]=[CH:28][CH:29]=1. No catalyst specified. The product is [Cl:23][C:24]1[CH:29]=[C:28]([C:2]2[CH:7]=[CH:6][CH:5]=[C:4]([S:8]([NH:11][C:12]3[CH:21]=[CH:20][C:15]([C:16]([O:18][CH3:19])=[O:17])=[C:14]([OH:22])[CH:13]=3)(=[O:10])=[O:9])[CH:3]=2)[CH:27]=[CH:26][CH:25]=1. The yield is 0.700.